Dataset: Acute oral toxicity (LD50) regression data from Zhu et al.. Task: Regression/Classification. Given a drug SMILES string, predict its toxicity properties. Task type varies by dataset: regression for continuous values (e.g., LD50, hERG inhibition percentage) or binary classification for toxic/non-toxic outcomes (e.g., AMES mutagenicity, cardiotoxicity, hepatotoxicity). Dataset: ld50_zhu. The drug is CCN1C(=NP(=O)(OC)SC)OCC1C. The rat oral LD50 is 2.50, given as -log10 of the dose in mol/kg body weight (higher means more acutely toxic).